Predict the product of the given reaction. From a dataset of Forward reaction prediction with 1.9M reactions from USPTO patents (1976-2016). The product is: [NH2:1][C:2]1[N:7]=[C:6]([N:8]2[CH2:20][CH2:19][C:11]3([CH2:15][NH:14][C@H:13]([C:16]([OH:18])=[O:17])[CH2:12]3)[CH2:10][CH2:9]2)[CH:5]=[C:4]([O:21][C@@H:22]([C:27]2[CH:32]=[CH:31][C:30]([C:33]3[CH:38]=[CH:37][C:36]([CH3:39])=[C:35]([CH3:40])[CH:34]=3)=[CH:29][C:28]=2[N:41]2[CH:45]=[CH:44][C:43]([CH3:46])=[N:42]2)[C:23]([F:26])([F:25])[F:24])[N:3]=1. Given the reactants [NH2:1][C:2]1[N:7]=[C:6]([N:8]2[CH2:20][CH2:19][C:11]3([CH2:15][NH:14][C@H:13]([C:16]([OH:18])=[O:17])[CH2:12]3)[CH2:10][CH2:9]2)[CH:5]=[C:4]([O:21][C@H:22]([C:27]2[CH:32]=[CH:31][C:30]([C:33]3[CH:38]=[CH:37][C:36]([CH3:39])=[C:35]([CH3:40])[CH:34]=3)=[CH:29][C:28]=2[N:41]2[CH:45]=[CH:44][C:43]([CH3:46])=[N:42]2)[C:23]([F:26])([F:25])[F:24])[N:3]=1.NC1N=C(N2CCC3(CN(C(OCC4C=CC=CC=4)=O)[C@H](C(OCC)=O)C3)CC2)C=C(O[C@@H](C2C=CC(Cl)=CC=2N2C=CC(C)=N2)C(F)(F)F)N=1, predict the reaction product.